Dataset: Reaction yield outcomes from USPTO patents with 853,638 reactions. Task: Predict the reaction yield, written as a fraction of the theoretical maximum amount of product (1.0 means a 100% yield; for example, 0.34 means a 34% yield). (1) The catalyst is C(Cl)Cl.CN(C1C=CN=CC=1)C. The yield is 0.940. The product is [F:1][C:2]1[CH:9]=[C:8]([F:10])[CH:7]=[CH:6][C:3]=1[CH2:4][NH:5][C:17](=[O:18])[C:16]1[CH:20]=[CH:21][C:13]([CH2:11][CH3:12])=[CH:14][CH:15]=1. The reactants are [F:1][C:2]1[CH:9]=[C:8]([F:10])[CH:7]=[CH:6][C:3]=1[CH2:4][NH2:5].[CH2:11]([C:13]1[CH:21]=[CH:20][C:16]([C:17](O)=[O:18])=[CH:15][CH:14]=1)[CH3:12].Cl.C(N=C=NCCCN(C)C)C. (2) The reactants are C1(N=C=NC2CCCCC2)CCCCC1.[CH:16]([OH:19])([CH3:18])[CH3:17].[CH3:20][O:21][C:22](=[O:30])[C:23]1[CH:28]=[C:27](O)[CH:26]=[N:25][CH:24]=1.C1C=CC=CC=1. The catalyst is C(Cl)(Cl)Cl.Cl[Cu]. The product is [CH:16]([O:19][C:27]1[CH:26]=[N:25][CH:24]=[C:23]([CH:28]=1)[C:22]([O:21][CH3:20])=[O:30])([CH3:18])[CH3:17]. The yield is 0.470. (3) The yield is 0.650. The product is [C:15]([C:10]1[CH:11]=[CH:12][C:13]2[O:14][CH2:6][O:7][C:8]=2[CH:9]=1)([CH3:16])=[CH2:2]. The catalyst is [Br-].C[P+](C1C=CC=CC=1)(C1C=CC=CC=1)C1C=CC=CC=1.C1COCC1. The reactants are [Li][CH2:2]CCC.[CH2:6]1[O:14][C:13]2[CH:12]=[CH:11][C:10]([C:15](=O)[CH3:16])=[CH:9][C:8]=2[O:7]1.O. (4) The reactants are [CH3:1][C:2]1[N:10]=[C:9]([C:11]([F:14])([F:13])[F:12])[CH:8]=[CH:7][C:3]=1[C:4]([OH:6])=[O:5].[CH2:15](N(CC)CC)C.CN([C:25]1[CH:30]=[CH:29][CH:28]=[CH:27]N=1)C.[C:31](Cl)(=[O:35])[C:32](Cl)=O. The catalyst is CN(C)C=O.C(Cl)Cl. The product is [O:35]=[C:31]1[CH:32]2[CH2:15][CH:29]([CH2:30][CH2:25]2)[C:28]([O:5][C:4](=[O:6])[C:3]2[CH:7]=[CH:8][C:9]([C:11]([F:14])([F:12])[F:13])=[N:10][C:2]=2[CH3:1])=[CH:27]1. The yield is 1.00. (5) The reactants are [CH3:1][O:2][C:3]1[CH:4]=[C:5]2[C:10](=[CH:11][C:12]=1[O:13][CH3:14])[N:9]=[CH:8][CH:7]=[C:6]2[O:15][C:16]1[C:22]([CH3:23])=[CH:21][C:19]([NH2:20])=[C:18]([CH3:24])[CH:17]=1.C(N(CC)CC)C.Cl[C:33](Cl)([O:35]C(=O)OC(Cl)(Cl)Cl)Cl.[O:44]1[CH2:49][CH2:48][N:47]([CH2:50][CH2:51][NH2:52])[CH2:46][CH2:45]1. The catalyst is C(Cl)(Cl)Cl.O. The product is [CH3:1][O:2][C:3]1[CH:4]=[C:5]2[C:10](=[CH:11][C:12]=1[O:13][CH3:14])[N:9]=[CH:8][CH:7]=[C:6]2[O:15][C:16]1[C:22]([CH3:23])=[CH:21][C:19]([NH:20][C:33]([NH:52][CH2:51][CH2:50][N:47]2[CH2:48][CH2:49][O:44][CH2:45][CH2:46]2)=[O:35])=[C:18]([CH3:24])[CH:17]=1. The yield is 0.840. (6) The reactants are Br[C:2]1[C:11]([O:12][CH3:13])=[CH:10][CH:9]=[C:8]2[C:3]=1[CH:4]=[CH:5][C:6]([S:14][CH3:15])=[N:7]2.[Li]C(C)(C)C.[CH3:21][O:22][C:23]1[CH:30]=[CH:29][C:26]([CH:27]=[O:28])=[CH:25][CH:24]=1. The catalyst is C1COCC1.CCCCC. The product is [CH3:13][O:12][C:11]1[C:2]([CH:27]([C:26]2[CH:29]=[CH:30][C:23]([O:22][CH3:21])=[CH:24][CH:25]=2)[OH:28])=[C:3]2[C:8](=[CH:9][CH:10]=1)[N:7]=[C:6]([S:14][CH3:15])[CH:5]=[CH:4]2. The yield is 0.350. (7) The product is [CH2:1]([O:8][C:9]([N:11]1[CH2:12][CH2:13][C:21]2([C:29]3[C:24](=[CH:25][CH:26]=[CH:27][CH:28]=3)[NH:23][C:22]2=[O:30])[CH2:20][CH2:19]1)=[O:10])[C:2]1[CH:7]=[CH:6][CH:5]=[CH:4][CH:3]=1. The reactants are [CH2:1]([O:8][C:9]([N:11]([CH2:19][CH2:20][CH:21]1[C:29]2[C:24](=[CH:25][CH:26]=[CH:27][CH:28]=2)[NH:23][C:22]1=[O:30])[CH2:12][CH2:13]OS(C)(=O)=O)=[O:10])[C:2]1[CH:7]=[CH:6][CH:5]=[CH:4][CH:3]=1.[H-].[Na+].O. The catalyst is CN(C)C=O. The yield is 0.610.